From a dataset of Catalyst prediction with 721,799 reactions and 888 catalyst types from USPTO. Predict which catalyst facilitates the given reaction. (1) Reactant: [O:1]1[C:6]2[CH:7]=[CH:8][CH:9]=[CH:10][C:5]=2[O:4][CH2:3][C@@H:2]1[CH2:11][N:12]1[CH2:17][CH2:16][CH2:15][C@@:14]([CH2:19][O:20][CH2:21][CH2:22][OH:23])([CH3:18])[CH2:13]1.[C:24]([OH:33])(=[O:32])[C@H:25]([C@@H:27]([C:29]([OH:31])=[O:30])[OH:28])[OH:26]. Product: [C:29]([C@H:27]([C@@H:25]([C:24]([OH:33])=[O:32])[OH:26])[OH:28])([OH:31])=[O:30].[O:1]1[C:6]2[CH:7]=[CH:8][CH:9]=[CH:10][C:5]=2[O:4][CH2:3][C@@H:2]1[CH2:11][N:12]1[CH2:17][CH2:16][CH2:15][C@@:14]([CH2:19][O:20][CH2:21][CH2:22][OH:23])([CH3:18])[CH2:13]1. The catalyst class is: 21. (2) Reactant: [S-:1][C:2]#[N:3].[NH4+].C(Cl)(=O)C1C=CC=CC=1.[NH2:14][C:15]1[CH:20]=[CH:19][C:18]([Br:21])=[CH:17][N:16]=1. Product: [Br:21][C:18]1[CH:19]=[CH:20][C:15]([NH:14][C:2]([NH2:3])=[S:1])=[N:16][CH:17]=1. The catalyst class is: 21. (3) Reactant: [CH2:1]([N:3]1[C:8]2[CH:9]=[C:10]([N:13](OC)[CH3:14])[N:11]=[CH:12][C:7]=2[CH2:6][N:5]([C:17]2[CH:22]=[CH:21][C:20]([F:23])=[C:19]([N+:24]([O-])=O)[CH:18]=2)[C:4]1=[O:27])[CH3:2].[H][H]. Product: [NH2:24][C:19]1[CH:18]=[C:17]([N:5]2[CH2:6][C:7]3[CH:12]=[N:11][C:10]([NH:13][CH3:14])=[CH:9][C:8]=3[N:3]([CH2:1][CH3:2])[C:4]2=[O:27])[CH:22]=[CH:21][C:20]=1[F:23]. The catalyst class is: 19. (4) Reactant: [CH3:1][C:2]1[S:6][C:5]([NH2:7])=[N:4][CH:3]=1.[CH3:8][C:9]1[CH:17]=[CH:16][C:12]([C:13](Cl)=[O:14])=[CH:11][CH:10]=1.C(N(CC)CC)C. Product: [CH3:8][C:9]1[CH:17]=[CH:16][C:12]([C:13]([NH:7][C:5]2[S:6][C:2]([CH3:1])=[CH:3][N:4]=2)=[O:14])=[CH:11][CH:10]=1. The catalyst class is: 12. (5) Reactant: [CH:1]1([C:4]([N:6]2[CH2:12][CH2:11][C:10]3[CH:13]=[C:14]([O:17][CH:18]4[CH2:23][CH2:22][N:21](C(OC(C)(C)C)=O)[CH2:20][CH2:19]4)[CH:15]=[CH:16][C:9]=3[CH2:8][CH2:7]2)=[O:5])[CH2:3][CH2:2]1.FC(F)(F)C(O)=O. Product: [CH:1]1([C:4]([N:6]2[CH2:12][CH2:11][C:10]3[CH:13]=[C:14]([O:17][CH:18]4[CH2:23][CH2:22][NH:21][CH2:20][CH2:19]4)[CH:15]=[CH:16][C:9]=3[CH2:8][CH2:7]2)=[O:5])[CH2:2][CH2:3]1. The catalyst class is: 4. (6) Reactant: [S:1]1[C:5]2[CH:6]=[CH:7][CH:8]=[CH:9][C:4]=2[N:3]=[C:2]1[NH:10][C:11]1[C:16]([Cl:17])=[CH:15][C:14]([CH2:18][C:19]([O:21]C)=[O:20])=[C:13]([F:23])[CH:12]=1.[OH-].[Na+].O. Product: [S:1]1[C:5]2[CH:6]=[CH:7][CH:8]=[CH:9][C:4]=2[N:3]=[C:2]1[NH:10][C:11]1[C:16]([Cl:17])=[CH:15][C:14]([CH2:18][C:19]([OH:21])=[O:20])=[C:13]([F:23])[CH:12]=1. The catalyst class is: 1. (7) Reactant: C(OC([NH:8][C:9]1([CH3:22])[CH2:14][CH2:13][N:12]([C:15]2[CH:20]=[C:19](Cl)[N:18]=[CH:17][N:16]=2)[CH2:11][CH2:10]1)=O)(C)(C)C.C([O-])=O.[NH4+]. Product: [NH2:8][C:9]1([CH3:22])[CH2:14][CH2:13][N:12]([C:15]2[CH:20]=[CH:19][N:18]=[CH:17][N:16]=2)[CH2:11][CH2:10]1. The catalyst class is: 29. (8) Reactant: Cl[C:2]1[CH:7]=[C:6]([CH3:8])[N:5]=[C:4]([NH:9][C:10](=[NH:20])[NH:11][C:12]2[CH:17]=[CH:16][C:15]([Cl:18])=[C:14]([Cl:19])[CH:13]=2)[N:3]=1.[NH2:21][C:22]1[CH:23]=[N:24][CH:25]=[CH:26][CH:27]=1.C(N(C(C)C)CC)(C)C.C(OCC)(=O)C. Product: [Cl:19][C:14]1[CH:13]=[C:12]([NH:11][C:10](=[NH:20])[NH:9][C:4]2[N:3]=[C:2]([NH:21][C:22]3[CH:23]=[N:24][CH:25]=[CH:26][CH:27]=3)[CH:7]=[C:6]([CH3:8])[N:5]=2)[CH:17]=[CH:16][C:15]=1[Cl:18]. The catalyst class is: 44.